From a dataset of Full USPTO retrosynthesis dataset with 1.9M reactions from patents (1976-2016). Predict the reactants needed to synthesize the given product. (1) Given the product [C:1]([C:3]1[C:4]([N:15]2[CH2:16][CH:17]([C:19]([OH:21])=[O:20])[CH2:18]2)=[N:5][C:6]([CH3:14])=[C:7]([C:9]([O:11][CH:12]([CH3:22])[CH3:13])=[O:10])[CH:8]=1)#[N:2], predict the reactants needed to synthesize it. The reactants are: [C:1]([C:3]1[C:4]([N:15]2[CH2:18][CH:17]([C:19]([OH:21])=[O:20])[CH2:16]2)=[N:5][C:6]([CH3:14])=[C:7]([C:9]([O:11][CH2:12][CH3:13])=[O:10])[CH:8]=1)#[N:2].[CH3:22]C([O-])C.[Na+].Cl.CCOC(C)=O. (2) Given the product [NH2:1][C:2]1[C:10]([O:11][CH3:12])=[CH:9][C:8]([Br:13])=[CH:7][C:3]=1[CH2:4][OH:5], predict the reactants needed to synthesize it. The reactants are: [NH2:1][C:2]1[C:10]([O:11][CH3:12])=[CH:9][C:8]([Br:13])=[CH:7][C:3]=1[C:4](O)=[O:5].CCO.O. (3) Given the product [O:28]1[C:32]2([CH2:33][CH2:34][CH:35]([N:38]3[C:17](=[O:18])[C:16]([CH2:15][C:12]4[CH:13]=[CH:14][C:9]([C:4]5[C:3]([C:1]#[N:2])=[CH:8][CH:7]=[CH:6][CH:5]=5)=[C:10]([CH3:27])[CH:11]=4)=[C:22]([CH2:23][CH2:24][CH3:25])[N:43]4[N:42]=[C:41]([CH3:44])[N:40]=[C:39]34)[CH2:36][CH2:37]2)[O:31][CH2:30][CH2:29]1, predict the reactants needed to synthesize it. The reactants are: [C:1]([C:3]1[CH:8]=[CH:7][CH:6]=[CH:5][C:4]=1[C:9]1[CH:14]=[CH:13][C:12]([CH2:15][CH:16]([C:22](=O)[CH2:23][CH2:24][CH3:25])[C:17](OCC)=[O:18])=[CH:11][C:10]=1[CH3:27])#[N:2].[O:28]1[C:32]2([CH2:37][CH2:36][CH:35]([NH:38][C:39]3[NH:43][N:42]=[C:41]([CH3:44])[N:40]=3)[CH2:34][CH2:33]2)[O:31][CH2:30][CH2:29]1.N12CCCN=C1CCCCC2.C(N(CC)C1C=CC=CC=1)C. (4) The reactants are: [Cl:1][C:2]1[CH:21]=[C:20]([Cl:22])[CH:19]=[CH:18][C:3]=1[O:4][C:5]1[N:14]=[C:13]([O:15][CH2:16][CH3:17])[CH:12]=[CH:11][C:6]=1[C:7](OC)=[O:8].[H-].[Al+3].[Li+].[H-].[H-].[H-].O.O.O.O.O.O.O.O.O.O.S([O-])([O-])(=O)=O.[Mg+2]. Given the product [Cl:1][C:2]1[CH:21]=[C:20]([Cl:22])[CH:19]=[CH:18][C:3]=1[O:4][C:5]1[C:6]([CH2:7][OH:8])=[CH:11][CH:12]=[C:13]([O:15][CH2:16][CH3:17])[N:14]=1, predict the reactants needed to synthesize it.